This data is from Reaction yield outcomes from USPTO patents with 853,638 reactions. The task is: Predict the reaction yield, written as a fraction of the theoretical maximum amount of product (1.0 means a 100% yield; for example, 0.34 means a 34% yield). (1) The reactants are [CH2:1]([O:3][C:4]1[CH:5]=[C:6]([CH:9]=[CH:10][C:11]=1[O:12][CH3:13])[CH:7]=[O:8])[CH3:2].[N+:14]([O-])([OH:16])=[O:15]. The catalyst is C(OCC)C. The product is [CH2:1]([O:3][C:4]1[CH:5]=[C:6]([CH:9]=[C:10]([N+:14]([O-:16])=[O:15])[C:11]=1[O:12][CH3:13])[CH:7]=[O:8])[CH3:2]. The yield is 0.780. (2) The reactants are [NH2:1][C:2]1[CH:3]=[C:4]([CH:7]=[CH:8][C:9]=1Cl)[C:5]#[N:6].[K+].C(O[C:15]([S-:17])=[S:16])C.Cl. The catalyst is CN(C=O)C. The product is [SH:17][C:15]1[S:16][C:9]2[CH:8]=[CH:7][C:4]([C:5]#[N:6])=[CH:3][C:2]=2[N:1]=1. The yield is 0.490. (3) The reactants are [Si:1]([O:8][CH2:9][C@@H:10]1[CH:15]=[C:14]([CH2:16][O:17][CH3:18])[CH:13](O)[CH2:12][N:11]1[C:20]([O:22][C:23]([CH3:26])([CH3:25])[CH3:24])=[O:21])([C:4]([CH3:7])([CH3:6])[CH3:5])([CH3:3])[CH3:2].[CH2:27]([O:30][NH:31][S:32]([C:35]1[CH:40]=[CH:39][CH:38]=[CH:37][C:36]=1[N+:41]([O-:43])=[O:42])(=[O:34])=[O:33])[CH:28]=[CH2:29].C1(P(C2C=CC=CC=2)C2C=CC=CC=2)C=CC=CC=1.N(/C(OC(C)C)=O)=N\C(OC(C)C)=O. The catalyst is C1(C)C=CC=CC=1. The product is [CH2:27]([O:30][N:31]([CH:13]1[CH2:12][N:11]([C:20]([O:22][C:23]([CH3:26])([CH3:25])[CH3:24])=[O:21])[C@H:10]([CH2:9][O:8][Si:1]([C:4]([CH3:5])([CH3:7])[CH3:6])([CH3:3])[CH3:2])[CH:15]=[C:14]1[CH2:16][O:17][CH3:18])[S:32]([C:35]1[CH:40]=[CH:39][CH:38]=[CH:37][C:36]=1[N+:41]([O-:43])=[O:42])(=[O:34])=[O:33])[CH:28]=[CH2:29]. The yield is 0.880. (4) The reactants are [Cl:1][C:2]1[CH:11]=[CH:10][C:9]2[CH2:8][CH:7]([CH2:12][CH:13]=O)[N:6]3[C:15]4[CH:16]=[CH:17][CH:18]=[C:19]([F:22])[C:20]=4[CH:21]=[C:5]3[C:4]=2[N:3]=1.[F:23][CH:24]1[CH2:27][NH:26][CH2:25]1.[BH-](OC(C)=O)(OC(C)=O)OC(C)=O.[Na+]. The catalyst is C(Cl)Cl. The product is [Cl:1][C:2]1[CH:11]=[CH:10][C:9]2[CH2:8][CH:7]([CH2:12][CH2:13][N:26]3[CH2:27][CH:24]([F:23])[CH2:25]3)[N:6]3[C:15]4[CH:16]=[CH:17][CH:18]=[C:19]([F:22])[C:20]=4[CH:21]=[C:5]3[C:4]=2[N:3]=1. The yield is 0.430. (5) The catalyst is C1(C)C=CC=CC=1.C1C=CC([P]([Pd]([P](C2C=CC=CC=2)(C2C=CC=CC=2)C2C=CC=CC=2)([P](C2C=CC=CC=2)(C2C=CC=CC=2)C2C=CC=CC=2)[P](C2C=CC=CC=2)(C2C=CC=CC=2)C2C=CC=CC=2)(C2C=CC=CC=2)C2C=CC=CC=2)=CC=1. The reactants are C([Sn](CCCC)(CCCC)[C:6]1[S:7][CH:8]=[CH:9][N:10]=1)CCC.I[C:20]1[CH:21]=[C:22]([NH2:26])[CH:23]=[N:24][CH:25]=1. The product is [S:7]1[CH:8]=[CH:9][N:10]=[C:6]1[C:20]1[CH:21]=[C:22]([NH2:26])[CH:23]=[N:24][CH:25]=1. The yield is 0.840. (6) The reactants are [C:1]([O:5][C:6]([N:8]1[CH2:12][C:11](=[O:13])[CH2:10][N:9]1[C:14]([O:16][CH2:17][C:18]1[CH:23]=[CH:22][CH:21]=[CH:20][CH:19]=1)=[O:15])=[O:7])([CH3:4])([CH3:3])[CH3:2].CCOCC. The catalyst is O1CCCC1. The product is [C:1]([O:5][C:6]([N:8]1[CH2:12][CH:11]([OH:13])[CH2:10][N:9]1[C:14]([O:16][CH2:17][C:18]1[CH:23]=[CH:22][CH:21]=[CH:20][CH:19]=1)=[O:15])=[O:7])([CH3:4])([CH3:2])[CH3:3]. The yield is 0.930. (7) The reactants are [CH2:1]1[CH2:6][CH2:5][CH:4]([CH2:7][C@H:8](N)[C:9]([OH:11])=[O:10])[CH2:3][CH2:2]1.N([O-])=[O:14].[Na+]. The yield is 0.520. The product is [OH:14][C@@H:8]([CH2:7][CH:4]1[CH2:5][CH2:6][CH2:1][CH2:2][CH2:3]1)[C:9]([OH:11])=[O:10]. The catalyst is OS(O)(=O)=O.